This data is from Catalyst prediction with 721,799 reactions and 888 catalyst types from USPTO. The task is: Predict which catalyst facilitates the given reaction. (1) Product: [C:1]([O:5][C:6]([NH:8][CH:9]([CH2:45][C:46]1[CH:51]=[CH:50][CH:49]=[CH:48][CH:47]=1)[C:10]([C:12]1[C:20]2[C:15](=[CH:16][CH:17]=[CH:18][CH:19]=2)[N:14]([CH2:21][CH2:22][CH2:23][N:24]2[C:32](=[O:33])[C:31]3[C:26](=[CH:27][CH:28]=[CH:29][CH:30]=3)[C:25]2=[O:34])[CH:13]=1)=[O:11])=[O:7])([CH3:4])([CH3:2])[CH3:3]. The catalyst class is: 1. Reactant: [C:1]([O:5][C:6]([NH:8][CH2:9][C:10]([C:12]1[C:20]2[C:15](=[CH:16][CH:17]=[CH:18][CH:19]=2)[N:14]([CH2:21][CH2:22][CH2:23][N:24]2[C:32](=[O:33])[C:31]3[C:26](=[CH:27][CH:28]=[CH:29][CH:30]=3)[C:25]2=[O:34])[CH:13]=1)=[O:11])=[O:7])([CH3:4])([CH3:3])[CH3:2].C[Si]([N-][Si](C)(C)C)(C)C.[Na+].[CH2:45](Br)[C:46]1[CH:51]=[CH:50][CH:49]=[CH:48][CH:47]=1. (2) Reactant: [CH3:1][O:2][C:3]1[C:8]2[O:9][CH2:10][CH2:11][O:12][C:7]=2[C:6]([C:13]2[CH:14]=[C:15]([C:24]([O:26]CC)=[O:25])[C:16](=[CH:22][CH:23]=2)[C:17]([O:19]CC)=[O:18])=[CH:5][CH:4]=1.BrC1C=C(C(OCC)=O)C(=CC=1)C(OCC)=O.[OH-].[K+]. Product: [CH3:1][O:2][C:3]1[C:8]2[O:9][CH2:10][CH2:11][O:12][C:7]=2[C:6]([C:13]2[CH:14]=[C:15]([C:24]([OH:26])=[O:25])[C:16](=[CH:22][CH:23]=2)[C:17]([OH:19])=[O:18])=[CH:5][CH:4]=1. The catalyst class is: 8. (3) Reactant: [H-].[Na+].[Cl:3][C:4]1[CH:9]=[C:8](Cl)[CH:7]=[CH:6][N:5]=1.[CH3:11][C:12]1[N:13]=[C:14]([C:18]2[C:23]([OH:24])=[CH:22][C:21]([CH3:25])=[C:20]([CH3:26])[N:19]=2)[S:15][C:16]=1[CH3:17]. Product: [Cl:3][C:4]1[CH:9]=[C:8]([O:24][C:23]2[C:18]([C:14]3[S:15][C:16]([CH3:17])=[C:12]([CH3:11])[N:13]=3)=[N:19][C:20]([CH3:26])=[C:21]([CH3:25])[CH:22]=2)[CH:7]=[CH:6][N:5]=1. The catalyst class is: 173. (4) Reactant: [CH:1]([C@@H:14]1[CH2:20][C@@H:19]2[C@@H:17]([O:18]2)[CH2:16][O:15]1)([C:8]1[CH:13]=[CH:12][CH:11]=[CH:10][CH:9]=1)[C:2]1[CH:7]=[CH:6][CH:5]=[CH:4][CH:3]=1.[F:21][C:22]1[CH:29]=[CH:28][C:25]([CH2:26][NH2:27])=[CH:24][CH:23]=1. Product: [CH:1]([C@@H:14]1[CH2:20][C@@H:19]([OH:18])[C@H:17]([NH:27][CH2:26][C:25]2[CH:28]=[CH:29][C:22]([F:21])=[CH:23][CH:24]=2)[CH2:16][O:15]1)([C:8]1[CH:13]=[CH:12][CH:11]=[CH:10][CH:9]=1)[C:2]1[CH:3]=[CH:4][CH:5]=[CH:6][CH:7]=1. The catalyst class is: 8. (5) Reactant: [N+:1]([C:4]1[CH:9]=[CH:8][C:7](F)=[CH:6][CH:5]=1)([O-:3])=[O:2].[CH2:11]([OH:16])[CH2:12][CH2:13][CH2:14][OH:15].[OH-].[K+]. Product: [N+:1]([C:4]1[CH:9]=[CH:8][C:7]([O:15][CH2:14][CH2:13][CH2:12][CH2:11][OH:16])=[CH:6][CH:5]=1)([O-:3])=[O:2]. The catalyst class is: 6. (6) Reactant: [Br:1][C:2]1[CH:3]=[CH:4][C:5]([OH:11])=[C:6]([C:8](=[O:10])[CH3:9])[CH:7]=1.[N:12]1[C:13]([CH:21]=O)=[CH:14][N:15]2[CH:20]=[CH:19][CH:18]=[CH:17][C:16]=12.[OH-].[K+]. Product: [Br:1][C:2]1[CH:3]=[CH:4][C:5]([OH:11])=[C:6]([C:8](=[O:10])/[CH:9]=[CH:21]/[C:13]2[N:12]=[C:16]3[CH:17]=[CH:18][CH:19]=[CH:20][N:15]3[CH:14]=2)[CH:7]=1. The catalyst class is: 8.